From a dataset of Full USPTO retrosynthesis dataset with 1.9M reactions from patents (1976-2016). Predict the reactants needed to synthesize the given product. (1) Given the product [NH2:19][C:17]1[S:18][C:2]([C:3]([O:5][CH2:6][CH3:7])=[O:4])=[C:8]([C:9]2[CH:14]=[CH:13][CH:12]=[CH:11][CH:10]=2)[N:16]=1, predict the reactants needed to synthesize it. The reactants are: Cl[CH:2]([C:8](=O)[C:9]1[CH:14]=[CH:13][CH:12]=[CH:11][CH:10]=1)[C:3]([O:5][CH2:6][CH3:7])=[O:4].[NH2:16][C:17]([NH2:19])=[S:18].CCOC(C)=O. (2) Given the product [F:28][P-:29]([F:34])([F:33])([F:32])([F:31])[F:30].[CH3:9][S+:10]([C:17]1[CH:22]=[C:21]([CH3:23])[C:20]([CH3:24])=[C:19]([CH3:25])[C:18]=1[CH3:26])[C:11]1[CH:12]=[CH:13][CH:14]=[CH:15][CH:16]=1, predict the reactants needed to synthesize it. The reactants are: [O-]S(C(F)(F)F)(=O)=O.[CH3:9][S+:10]([C:17]1[CH:22]=[C:21]([CH3:23])[C:20]([CH3:24])=[C:19]([CH3:25])[C:18]=1[CH3:26])[C:11]1[CH:16]=[CH:15][CH:14]=[CH:13][CH:12]=1.[H+].[F:28][P-:29]([F:34])([F:33])([F:32])([F:31])[F:30]. (3) The reactants are: [H-].[H-].[H-].[H-].[Li+].[Al+3].[Al+3].[Cl-].[Cl-].[Cl-].[CH3:11][O:12][C:13]1[CH:18]=[CH:17][C:16]([N:19]2[C:23](=O)[C:22]3([CH2:29][CH2:28][CH2:27][CH2:26][CH2:25]3)[NH:21][C:20]2=[O:30])=[CH:15][CH:14]=1.C([O-])([O-])=O.[Na+].[Na+]. Given the product [CH3:11][O:12][C:13]1[CH:14]=[CH:15][C:16]([N:19]2[CH2:23][C:22]3([CH2:29][CH2:28][CH2:27][CH2:26][CH2:25]3)[NH:21][C:20]2=[O:30])=[CH:17][CH:18]=1, predict the reactants needed to synthesize it. (4) Given the product [Br:1][C:2]1[CH:10]=[CH:9][C:5]([C:6]([NH:15][CH2:14][C:19]([OH:23])([CH3:20])[CH3:26])=[O:8])=[CH:4][C:3]=1[O:11][CH2:12][CH3:13], predict the reactants needed to synthesize it. The reactants are: [Br:1][C:2]1[CH:10]=[CH:9][C:5]([C:6]([OH:8])=O)=[CH:4][C:3]=1[O:11][CH2:12][CH3:13].[CH3:14][N:15](C=O)C.[C:19](Cl)(=[O:23])[C:20](Cl)=O.Cl[CH2:26]Cl. (5) Given the product [S:1]1[CH:5]=[CH:4][C:3]2[CH:6]=[C:7]([CH2:10][S:11]([CH2:14][CH:15]([N:24]([OH:27])[CH:25]=[O:26])[C:16]3[CH:21]=[CH:20][C:19]([Cl:22])=[C:18]([Cl:23])[CH:17]=3)(=[O:13])=[O:12])[CH:8]=[CH:9][C:2]1=2, predict the reactants needed to synthesize it. The reactants are: [S:1]1[CH:5]=[CH:4][C:3]2[CH:6]=[C:7]([CH2:10][S:11]([CH2:14][CH:15]([N:24]([OH:27])[CH:25]=[O:26])[C:16]3[CH:21]=[CH:20][C:19]([Cl:22])=[C:18]([Cl:23])[CH:17]=3)(=[O:13])=[O:12])[CH:8]=[CH:9][C:2]1=2.[S:1]1[CH:5]=[CH:4][C:3]2[CH:6]=[C:7]([CH2:10][S:11]([CH2:14][CH:15]([N:24]([O:27]CC3C=CC=CC=3)[CH:25]=[O:26])[C:16]3[CH:21]=[CH:20][C:19]([Cl:22])=[C:18]([Cl:23])[CH:17]=3)(=[O:13])=[O:12])[CH:8]=[CH:9][C:2]1=2.B(Cl)(Cl)Cl.C1(OC)C=CC=CC=1.